Dataset: Forward reaction prediction with 1.9M reactions from USPTO patents (1976-2016). Task: Predict the product of the given reaction. Given the reactants [CH:1]([O:4][C:5]([C:7]1[CH:8]=[C:9](Br)[CH:10]=[C:11]2[C:16]=1[O:15][C:14]([CH3:18])([CH3:17])[CH2:13][C:12]2([CH3:20])[CH3:19])=[O:6])([CH3:3])[CH3:2].C(N(CC)CC)C.[CH3:29][Si:30]([C:33]#[CH:34])([CH3:32])[CH3:31].C(OCC)(=O)C, predict the reaction product. The product is: [CH:1]([O:4][C:5]([C:7]1[CH:8]=[C:9]([C:34]#[C:33][Si:30]([CH3:32])([CH3:31])[CH3:29])[CH:10]=[C:11]2[C:16]=1[O:15][C:14]([CH3:18])([CH3:17])[CH2:13][C:12]2([CH3:20])[CH3:19])=[O:6])([CH3:3])[CH3:2].